This data is from Catalyst prediction with 721,799 reactions and 888 catalyst types from USPTO. The task is: Predict which catalyst facilitates the given reaction. (1) Reactant: [C:1]([C:4]1[C:12]2[C:7](=[CH:8][CH:9]=[CH:10][CH:11]=2)[NH:6][N:5]=1)(O)=[O:2].C(N1C=CN=C1)(N1C=CN=C1)=O.Cl.[CH3:26][NH:27][O:28][CH3:29]. Product: [CH3:29][O:28][N:27]([CH3:26])[C:1]([C:4]1[C:12]2[C:7](=[CH:8][CH:9]=[CH:10][CH:11]=2)[NH:6][N:5]=1)=[O:2]. The catalyst class is: 3. (2) Reactant: [OH:1][CH2:2][C:3]1[CH:8]=[C:7]([C:9]([O:11][CH3:12])=[O:10])[CH:6]=[CH:5][N:4]=1. Product: [CH:2]([C:3]1[CH:8]=[C:7]([C:9]([O:11][CH3:12])=[O:10])[CH:6]=[CH:5][N:4]=1)=[O:1]. The catalyst class is: 177. (3) Reactant: O[CH2:2][CH2:3][CH2:4][C:5]1[C:6](=[O:21])[NH:7][N:8]([CH2:12][C:13]2[CH:18]=[CH:17][C:16]([O:19][CH3:20])=[CH:15][CH:14]=2)[C:9](=[O:11])[CH:10]=1.C1(P(C2C=CC=CC=2)C2C=CC=CC=2)C=CC=CC=1.N(C(OC(C)C)=O)=NC(OC(C)C)=O.C1(P(=O)(C2C=CC=CC=2)C2C=CC=CC=2)C=CC=CC=1. Product: [CH3:20][O:19][C:16]1[CH:15]=[CH:14][C:13]([CH2:12][N:8]2[C:9](=[O:11])[CH:10]=[C:5]3[CH2:4][CH2:3][CH2:2][O:21][C:6]3=[N:7]2)=[CH:18][CH:17]=1. The catalyst class is: 1.